From a dataset of CYP3A4 inhibition data for predicting drug metabolism from PubChem BioAssay. Regression/Classification. Given a drug SMILES string, predict its absorption, distribution, metabolism, or excretion properties. Task type varies by dataset: regression for continuous measurements (e.g., permeability, clearance, half-life) or binary classification for categorical outcomes (e.g., BBB penetration, CYP inhibition). Dataset: cyp3a4_veith. (1) The molecule is Cc1cc(Cl)ccc1OCCCC(=O)N1CCN(C)CC1. The result is 1 (inhibitor). (2) The compound is CC(CCc1ccccc1)NS(=O)(=O)c1ccccc1. The result is 0 (non-inhibitor).